This data is from Forward reaction prediction with 1.9M reactions from USPTO patents (1976-2016). The task is: Predict the product of the given reaction. Given the reactants [Br:1][C:2]1[S:6][C:5]([CH2:7][NH2:8])=[CH:4][CH:3]=1.C(N(CC)CC)C.[NH2:16][C:17]1[N:25]=[C:24]([CH2:26][O:27][CH3:28])[CH:23]=[CH:22][C:18]=1[C:19](O)=[O:20].F[P-](F)(F)(F)(F)F.N1(O[P+](N(C)C)(N(C)C)N(C)C)C2C=CC=CC=2N=N1, predict the reaction product. The product is: [NH2:16][C:17]1[N:25]=[C:24]([CH2:26][O:27][CH3:28])[CH:23]=[CH:22][C:18]=1[C:19]([NH:8][CH2:7][C:5]1[S:6][C:2]([Br:1])=[CH:3][CH:4]=1)=[O:20].